Dataset: Forward reaction prediction with 1.9M reactions from USPTO patents (1976-2016). Task: Predict the product of the given reaction. Given the reactants [Br:1][C:2]1[CH:3]=[N:4][C:5]2[N:6]([N:8]=[C:9]([C:11]([OH:13])=O)[CH:10]=2)[CH:7]=1.[CH3:14][CH:15]1[C:28]2[C:19](=[C:20]3[C:25](=[CH:26][CH:27]=2)[N:24]=[CH:23][CH:22]=[CH:21]3)[CH2:18][CH2:17][NH:16]1, predict the reaction product. The product is: [Br:1][C:2]1[CH:3]=[N:4][C:5]2[N:6]([N:8]=[C:9]([C:11]([N:16]3[CH:15]([CH3:14])[C:28]4[C:19](=[C:20]5[C:25](=[CH:26][CH:27]=4)[N:24]=[CH:23][CH:22]=[CH:21]5)[CH2:18][CH2:17]3)=[O:13])[CH:10]=2)[CH:7]=1.